Predict which catalyst facilitates the given reaction. From a dataset of Catalyst prediction with 721,799 reactions and 888 catalyst types from USPTO. (1) Reactant: [H-].[Na+].[CH:3]1([OH:7])[CH2:6][CH2:5][CH2:4]1.[Cl:8][C:9]1[N:10]=[C:11](Cl)[C:12]2[C:17]([I:18])=[CH:16][N:15]([CH2:19][O:20][CH2:21][CH2:22][Si:23]([CH3:26])([CH3:25])[CH3:24])[C:13]=2[N:14]=1. Product: [Cl:8][C:9]1[N:10]=[C:11]([O:7][CH:3]2[CH2:6][CH2:5][CH2:4]2)[C:12]2[C:17]([I:18])=[CH:16][N:15]([CH2:19][O:20][CH2:21][CH2:22][Si:23]([CH3:26])([CH3:25])[CH3:24])[C:13]=2[N:14]=1. The catalyst class is: 1. (2) Reactant: [O:1]=[S:2]1(=[O:49])[CH2:7][CH2:6][N:5]([CH2:8][CH2:9][NH:10][C@:11]23[CH2:45][CH2:44][C@@H:43]([C:46]([CH3:48])=[CH2:47])[C@@H:12]2[C@@H:13]2[C@@:26]([CH3:29])([CH2:27][CH2:28]3)[C@@:25]3([CH3:30])[C@@H:16]([C@:17]4([CH3:42])[C@@H:22]([CH2:23][CH2:24]3)[C:21]([CH3:32])([CH3:31])[C:20]([CH2:33][CH2:34][C:35]([CH3:41])([CH3:40])[CH2:36][C:37](O)=[O:38])=[CH:19][CH2:18]4)[CH2:15][CH2:14]2)[CH2:4][CH2:3]1.CN(C(ON1N=NC2C=CC=NC1=2)=[N+](C)C)C.F[P-](F)(F)(F)(F)F.C(N(CC)C(C)C)(C)C.[CH3:83][S:84]([NH2:87])(=[O:86])=[O:85]. Product: [O:49]=[S:2]1(=[O:1])[CH2:7][CH2:6][N:5]([CH2:8][CH2:9][NH:10][C@:11]23[CH2:45][CH2:44][C@@H:43]([C:46]([CH3:48])=[CH2:47])[C@@H:12]2[C@@H:13]2[C@@:26]([CH3:29])([CH2:27][CH2:28]3)[C@@:25]3([CH3:30])[C@@H:16]([C@:17]4([CH3:42])[C@@H:22]([CH2:23][CH2:24]3)[C:21]([CH3:31])([CH3:32])[C:20]([CH2:33][CH2:34][C:35]([CH3:40])([CH3:41])[CH2:36][C:37]([NH:87][S:84]([CH3:83])(=[O:86])=[O:85])=[O:38])=[CH:19][CH2:18]4)[CH2:15][CH2:14]2)[CH2:4][CH2:3]1. The catalyst class is: 2.